The task is: Predict the reactants needed to synthesize the given product.. This data is from Full USPTO retrosynthesis dataset with 1.9M reactions from patents (1976-2016). (1) Given the product [CH2:10]([O:12][C:13](=[O:30])[C:14]([CH3:29])([CH3:28])[CH2:15][CH2:16][CH2:17][CH2:18][CH:19]([C:20]1[CH:25]=[CH:24][CH:23]=[CH:22][C:21]=1[Cl:26])[N:6]1[CH2:7][CH2:8][C:9]2[O:1][CH:2]=[CH:3][C:4]=2[CH2:5]1)[CH3:11], predict the reactants needed to synthesize it. The reactants are: [O:1]1[C:9]2[CH2:8][CH2:7][NH:6][CH2:5][C:4]=2[CH:3]=[CH:2]1.[CH2:10]([O:12][C:13](=[O:30])[C:14]([CH3:29])([CH3:28])[CH2:15][CH2:16][CH2:17][CH2:18][CH:19](Br)[C:20]1[CH:25]=[CH:24][CH:23]=[CH:22][C:21]=1[Cl:26])[CH3:11].C(=O)([O-])[O-].[K+].[K+]. (2) Given the product [Cl:26][C:27]1[CH:35]=[CH:34][CH:33]=[C:32]([C:36]([F:37])([F:38])[F:39])[C:28]=1[C:29]([NH:25][C:22]1[CH:23]=[CH:24][C:7]2[O:6][CH:5]([CH2:4][O:3][CH2:1][CH3:2])[CH2:10][N:9]([S:11]([C:14]3[CH:15]=[CH:16][C:17]([F:20])=[CH:18][CH:19]=3)(=[O:12])=[O:13])[C:8]=2[CH:21]=1)=[O:30], predict the reactants needed to synthesize it. The reactants are: [CH2:1]([O:3][CH2:4][CH:5]1[CH2:10][N:9]([S:11]([C:14]2[CH:19]=[CH:18][C:17]([F:20])=[CH:16][CH:15]=2)(=[O:13])=[O:12])[C:8]2[CH:21]=[C:22]([NH2:25])[CH:23]=[CH:24][C:7]=2[O:6]1)[CH3:2].[Cl:26][C:27]1[CH:35]=[CH:34][CH:33]=[C:32]([C:36]([F:39])([F:38])[F:37])[C:28]=1[C:29](Cl)=[O:30].CCN(C(C)C)C(C)C. (3) Given the product [CH3:7][N:8]([CH3:9])[C:11]1[C:20]2[C:15](=[CH:16][C:17]([C:21]([F:24])([F:23])[F:22])=[CH:18][CH:19]=2)[N:14]=[C:13]([S:25][CH2:26][CH3:27])[C:12]=1[C:28]([NH:30][CH2:31][C:32]1[CH:37]=[CH:36][CH:35]=[C:34]([F:38])[CH:33]=1)=[O:29], predict the reactants needed to synthesize it. The reactants are: C([O-])([O-])=O.[K+].[K+].[CH3:7][NH:8][CH3:9].Cl[C:11]1[C:20]2[C:15](=[CH:16][C:17]([C:21]([F:24])([F:23])[F:22])=[CH:18][CH:19]=2)[N:14]=[C:13]([S:25][CH2:26][CH3:27])[C:12]=1[C:28]([NH:30][CH2:31][C:32]1[CH:37]=[CH:36][CH:35]=[C:34]([F:38])[CH:33]=1)=[O:29].CCCCCC. (4) Given the product [C:1]([C:3]1[C:8]2[C:9]([CH:12]=[O:13])=[CH:10][S:11][C:7]=2[CH:6]=[CH:5][CH:4]=1)#[N:2], predict the reactants needed to synthesize it. The reactants are: [C:1]([C:3]1[C:8]2[CH:9]=[CH:10][S:11][C:7]=2[CH:6]=[CH:5][CH:4]=1)#[N:2].[CH3:12][O:13]C(Cl)Cl.C([O-])(O)=O.[Na+]. (5) Given the product [CH3:1][O:2][C:3]1[CH:4]=[C:5]2[C:10](=[CH:11][C:12]=1[O:13][CH3:14])[N:9]=[CH:8][CH:7]=[C:6]2[O:15][C:16]1[C:22]([CH3:23])=[CH:21][C:19]([NH:20][C:29](=[O:35])[O:28][C:26]2[CH:45]=[CH:44][C:43]([C:37]3[CH:42]=[CH:41][CH:40]=[CH:39][CH:38]=3)=[CH:48][CH:47]=2)=[C:18]([CH3:24])[CH:17]=1, predict the reactants needed to synthesize it. The reactants are: [CH3:1][O:2][C:3]1[CH:4]=[C:5]2[C:10](=[CH:11][C:12]=1[O:13][CH3:14])[N:9]=[CH:8][CH:7]=[C:6]2[O:15][C:16]1[C:22]([CH3:23])=[CH:21][C:19]([NH2:20])=[C:18]([CH3:24])[CH:17]=1.Cl[C:26](Cl)([O:28][C:29](=[O:35])OC(Cl)(Cl)Cl)Cl.[C:37]1([C:43]2[CH:48]=[CH:47]C(O)=[CH:45][CH:44]=2)[CH:42]=[CH:41][CH:40]=[CH:39][CH:38]=1.C(=O)(O)[O-].[Na+].